Predict which catalyst facilitates the given reaction. From a dataset of Catalyst prediction with 721,799 reactions and 888 catalyst types from USPTO. Reactant: [N+:1]([C:4]1[CH:20]=[CH:19][C:7]2[C:8]3[CH:14]=[C:13]([S:15](O)(=[O:17])=[O:16])[CH:12]=[CH:11][C:9]=3[S:10][C:6]=2[CH:5]=1)([O-:3])=[O:2].S(Cl)([Cl:23])=O. Product: [N+:1]([C:4]1[CH:20]=[CH:19][C:7]2[C:8]3[CH:14]=[C:13]([S:15]([Cl:23])(=[O:17])=[O:16])[CH:12]=[CH:11][C:9]=3[S:10][C:6]=2[CH:5]=1)([O-:3])=[O:2]. The catalyst class is: 3.